This data is from Forward reaction prediction with 1.9M reactions from USPTO patents (1976-2016). The task is: Predict the product of the given reaction. (1) Given the reactants [NH2:1][C@H:2]([C:4]1[N:5]([C:25]2[CH:30]=[CH:29][CH:28]=[CH:27][CH:26]=2)[C:6](=[O:24])[C:7]2[C:12]([CH:13]=1)=[CH:11][CH:10]=[CH:9][C:8]=2[NH:14][CH2:15][C:16]1[CH:21]=[CH:20][C:19]([O:22][CH3:23])=[CH:18][CH:17]=1)[CH3:3].[C:31]([O:35][C:36]([NH:38][C:39]1[C:47]([C:48](O)=[O:49])=[C:42]2[N:43]=[CH:44][CH:45]=[CH:46][N:41]2[N:40]=1)=[O:37])([CH3:34])([CH3:33])[CH3:32].C1C=CC2N(O)N=NC=2C=1.C(Cl)CCl.C(N(C(C)C)CC)(C)C, predict the reaction product. The product is: [CH3:23][O:22][C:19]1[CH:20]=[CH:21][C:16]([CH2:15][NH:14][C:8]2[CH:9]=[CH:10][CH:11]=[C:12]3[C:7]=2[C:6](=[O:24])[N:5]([C:25]2[CH:26]=[CH:27][CH:28]=[CH:29][CH:30]=2)[C:4]([C@@H:2]([NH:1][C:48]([C:47]2[C:39]([NH:38][C:36](=[O:37])[O:35][C:31]([CH3:33])([CH3:32])[CH3:34])=[N:40][N:41]4[CH:46]=[CH:45][CH:44]=[N:43][C:42]=24)=[O:49])[CH3:3])=[CH:13]3)=[CH:17][CH:18]=1. (2) Given the reactants Br[C:2]1[CH:3]=[N:4][N:5]([C:7]2[CH:12]=[CH:11][CH:10]=[CH:9][N:8]=2)[CH:6]=1.[Cl:13][C:14]1[CH:15]=[C:16](B(O)O)[CH:17]=[CH:18][CH:19]=1.C(=O)([O-])[O-].[K+].[K+], predict the reaction product. The product is: [Cl:13][C:14]1[CH:19]=[C:18]([C:2]2[CH:3]=[N:4][N:5]([C:7]3[CH:12]=[CH:11][CH:10]=[CH:9][N:8]=3)[CH:6]=2)[CH:17]=[CH:16][CH:15]=1. (3) Given the reactants I[C:2]1[CH:7]=[CH:6][C:5]([C:8](=[C:16]2[CH2:21][C:20]([CH3:23])([CH3:22])[CH2:19][C:18]([CH3:25])([CH3:24])[CH2:17]2)[C:9]2[CH:14]=[CH:13][C:12]([OH:15])=[CH:11][CH:10]=2)=[CH:4][CH:3]=1.C(N(CC)C(C)C)(C)C.[CH3:35][C:36]([OH:40])([C:38]#[CH:39])[CH3:37].[NH4+].[Cl-], predict the reaction product. The product is: [OH:40][C:36]([CH3:37])([CH3:35])[C:38]#[C:39][C:2]1[CH:3]=[CH:4][C:5]([C:8](=[C:16]2[CH2:17][C:18]([CH3:25])([CH3:24])[CH2:19][C:20]([CH3:23])([CH3:22])[CH2:21]2)[C:9]2[CH:10]=[CH:11][C:12]([OH:15])=[CH:13][CH:14]=2)=[CH:6][CH:7]=1. (4) Given the reactants [P:1]([O-:13])([O:8][C:9]([CH3:12])([CH3:11])[CH3:10])([O:3][C:4]([CH3:7])([CH3:6])[CH3:5])=[O:2].[K+].Cl, predict the reaction product. The product is: [P:1]([OH:13])([O:3][C:4]([CH3:7])([CH3:6])[CH3:5])([O:8][C:9]([CH3:11])([CH3:12])[CH3:10])=[O:2]. (5) Given the reactants OC1O[C@H](CO)[C@@H](O[C@@H]2O[C@H](CO)[C@H](O)[C@H](O)[C@H]2O)[C@H](O)[C@H]1O.S([O-])(OCCCCCCCCCCCC)(=O)=O.[Na+].[CH3:42][CH2:43][C:44]1[CH:45]=[CH:46][C:47]([CH2:50][CH2:51][O:52][C:53]2[CH:54]=[CH:55][C:56]([CH2:59][CH:60]3[S:66][C:64](=[O:65])[NH:63][C:61]3=[O:62])=[CH:57][CH:58]=2)=[N:48][CH:49]=1.Cl, predict the reaction product. The product is: [CH3:42][CH2:43][C:44]1[CH:45]=[CH:46][C:47]([CH2:50][CH2:51][O:52][C:53]2[CH:54]=[CH:55][C:56]([CH2:59][CH:60]3[S:66][C:64](=[O:65])[NH:63][C:61]3=[O:62])=[CH:57][CH:58]=2)=[N:48][CH:49]=1. (6) Given the reactants [H-].[Al+3].[Li+].[H-].[H-].[H-].C([O:9][C:10]([C:12]1[S:16][C:15]([C:17]2[S:18][CH:19]=[CH:20][CH:21]=2)=[N:14][CH:13]=1)=O)C.C(OCC)(=O)C, predict the reaction product. The product is: [S:18]1[CH:19]=[CH:20][CH:21]=[C:17]1[C:15]1[S:16][C:12]([CH2:10][OH:9])=[CH:13][N:14]=1. (7) Given the reactants C(N(CC)CC)C.[CH3:8][C:9]1[CH:14]=[C:13]([CH3:15])[CH:12]=[CH:11][C:10]=1[N:16]([CH2:29][CH:30]([CH3:32])[CH3:31])[S:17]([C:20]1[CH:25]=[CH:24][C:23]([CH:26]2[CH2:28][O:27]2)=[CH:22][CH:21]=1)(=[O:19])=[O:18].[N:33]1[CH:38]=[CH:37][CH:36]=[C:35]([CH2:39][NH2:40])[CH:34]=1, predict the reaction product. The product is: [N:33]1[CH:38]=[CH:37][CH:36]=[C:35]([CH2:39][NH2:40])[CH:34]=1.[CH3:8][C:9]1[CH:14]=[C:13]([CH3:15])[CH:12]=[CH:11][C:10]=1[N:16]([CH2:29][CH:30]([CH3:32])[CH3:31])[S:17]([C:20]1[CH:25]=[CH:24][C:23]([CH:26]([OH:27])[CH2:28][NH:40][CH2:39][C:35]2[CH:34]=[N:33][CH:38]=[CH:37][CH:36]=2)=[CH:22][CH:21]=1)(=[O:18])=[O:19]. (8) The product is: [N:20]1([C:18]([N:10]2[CH2:11][CH2:12][C@:13]3([CH3:17])[C:14]([CH3:15])([CH3:16])[C@H:9]2[CH2:8][C:7]2[C:2]([O:1][C:26]4[CH:31]=[CH:30][CH:29]=[CH:28][CH:27]=4)=[CH:3][CH:4]=[CH:5][C:6]=23)=[O:19])[CH2:25][CH2:24][CH2:23][CH2:22][CH2:21]1. Given the reactants [OH:1][C:2]1[C:7]2[CH2:8][C@@H:9]3[C:14]([CH3:16])([CH3:15])[C@:13]([CH3:17])([C:6]=2[CH:5]=[CH:4][CH:3]=1)[CH2:12][CH2:11][N:10]3[C:18]([N:20]1[CH2:25][CH2:24][CH2:23][CH2:22][CH2:21]1)=[O:19].[C:26]1(B(O)O)[CH:31]=[CH:30][CH:29]=[CH:28][CH:27]=1.N1C=CC=CC=1, predict the reaction product.